Dataset: Reaction yield outcomes from USPTO patents with 853,638 reactions. Task: Predict the reaction yield, written as a fraction of the theoretical maximum amount of product (1.0 means a 100% yield; for example, 0.34 means a 34% yield). The reactants are [Cl:1][C:2]1[CH:3]=[C:4]([CH:8]=[CH:9][C:10]=1[OH:11])[C:5]([OH:7])=O.C1C=CC2N(O)N=NC=2C=1.CCN=C=NCCCN(C)C.[CH3:33][C:34]1([CH3:43])[CH2:39][CH:38]([NH2:40])[CH2:37][C:36]([CH3:42])([CH3:41])[NH:35]1. The catalyst is C(Cl)Cl.O. The product is [Cl:1][C:2]1[CH:3]=[C:4]([CH:8]=[CH:9][C:10]=1[OH:11])[C:5]([NH:40][CH:38]1[CH2:39][C:34]([CH3:43])([CH3:33])[NH:35][C:36]([CH3:42])([CH3:41])[CH2:37]1)=[O:7]. The yield is 0.550.